Task: Predict the product of the given reaction.. Dataset: Forward reaction prediction with 1.9M reactions from USPTO patents (1976-2016) (1) Given the reactants C(C1C=CC(C=O)=CC=1[N+]([O-])=O)C.C(NC(C1CCNCC1)=O)(C)(C)C.[C:27]([NH:31][C:32]([CH:34]1[CH2:39][CH2:38][N:37]([CH2:40][C:41]2[CH:46]=[CH:45][C:44]([CH2:47][CH3:48])=[C:43]([N+:49]([O-])=O)[CH:42]=2)[CH2:36][CH2:35]1)=[O:33])([CH3:30])([CH3:29])[CH3:28], predict the reaction product. The product is: [C:27]([NH:31][C:32]([CH:34]1[CH2:39][CH2:38][N:37]([CH2:40][C:41]2[CH:46]=[CH:45][C:44]([CH2:47][CH3:48])=[C:43]([NH2:49])[CH:42]=2)[CH2:36][CH2:35]1)=[O:33])([CH3:30])([CH3:29])[CH3:28]. (2) Given the reactants [N:1]1([C:7]([O:9][CH2:10][C:11]2[CH:16]=[CH:15][CH:14]=[CH:13][CH:12]=2)=[O:8])[CH2:6][CH2:5][NH:4][CH2:3][CH2:2]1.C(O)(=O)C.[CH3:21][C:22]([Si:25]([CH3:40])([CH3:39])[O:26][CH2:27][C@H:28]([NH:31][C:32](=[O:38])[O:33][C:34]([CH3:37])([CH3:36])[CH3:35])[CH:29]=O)([CH3:24])[CH3:23].[BH3-]C#N.[Na+], predict the reaction product. The product is: [CH3:21][C:22]([Si:25]([CH3:40])([CH3:39])[O:26][CH2:27][C@H:28]([NH:31][C:32]([O:33][C:34]([CH3:37])([CH3:36])[CH3:35])=[O:38])[CH2:29][N:4]1[CH2:5][CH2:6][N:1]([C:7]([O:9][CH2:10][C:11]2[CH:16]=[CH:15][CH:14]=[CH:13][CH:12]=2)=[O:8])[CH2:2][CH2:3]1)([CH3:23])[CH3:24]. (3) Given the reactants [CH3:1][O:2][C:3]1[CH:4]=[C:5]([C:12](=[O:14])[CH3:13])[CH:6]=[C:7]([O:10][CH3:11])[C:8]=1[OH:9].Cl.Cl[CH2:17][CH2:18][N:19]1[CH2:24][CH2:23][O:22][CH2:21][CH2:20]1.C(=O)([O-])[O-].[K+].[K+].CN(C)C=O, predict the reaction product. The product is: [CH3:11][O:10][C:7]1[CH:6]=[C:5]([C:12](=[O:14])[CH3:13])[CH:4]=[C:3]([O:2][CH3:1])[C:8]=1[O:9][CH2:17][CH2:18][N:19]1[CH2:24][CH2:23][O:22][CH2:21][CH2:20]1. (4) Given the reactants [CH3:1][C:2]1[CH:19]=[CH:18][C:5]([CH2:6][CH:7]2[CH2:16][CH2:15][C:14]3[C:9](=[CH:10][CH:11]=[CH:12][CH:13]=3)[C:8]2=[O:17])=[CH:4][CH:3]=1.CO.[Cl-].[Cl-].[Cl-].[Ce+3].[BH4-], predict the reaction product. The product is: [CH3:1][C:2]1[CH:3]=[CH:4][C:5]([CH2:6][CH:7]2[CH2:16][CH2:15][C:14]3[C:9](=[CH:10][CH:11]=[CH:12][CH:13]=3)[CH:8]2[OH:17])=[CH:18][CH:19]=1. (5) Given the reactants [N+:1]([C:4]1[CH:13]=[CH:12][C:7]([C:8]([O:10][CH3:11])=[O:9])=[CH:6][C:5]=1[CH2:14][CH2:15][CH:16]=O)([O-])=O, predict the reaction product. The product is: [CH3:11][O:10][C:8]([C:7]1[CH:6]=[C:5]2[C:4](=[CH:13][CH:12]=1)[NH:1][C:15]([CH3:16])=[CH:14]2)=[O:9]. (6) Given the reactants [CH2:1]([O:8][CH2:9][CH2:10][CH2:11][CH2:12][C:13]#[CH:14])[C:2]1[CH:7]=[CH:6][CH:5]=[CH:4][CH:3]=1.Br[C:16]1[CH:23]=[CH:22][CH:21]=[CH:20][C:17]=1[CH:18]=[O:19].C(N(CC)CC)C.CN(C)[CH:33]=[O:34], predict the reaction product. The product is: [CH2:1]([O:8][CH2:9][CH2:10][CH2:11][CH2:12][C:13]#[C:14][C:16]1[CH:23]=[CH:22][C:21]([O:34][CH3:33])=[CH:20][C:17]=1[CH:18]=[O:19])[C:2]1[CH:7]=[CH:6][CH:5]=[CH:4][CH:3]=1.